From a dataset of Forward reaction prediction with 1.9M reactions from USPTO patents (1976-2016). Predict the product of the given reaction. (1) Given the reactants [CH3:1][CH2:2][CH2:3][S:4]([NH:7][C:8]1[CH:9]=[CH:10][C:11]([F:33])=[C:12]([C:15]([C:17]2[C:21]3[CH:22]=[C:23]([C:26]4[CH:27]=[CH:28][C:29]([Cl:32])=[CH:30][CH:31]=4)[CH:24]=[N:25][C:20]=3[NH:19][CH:18]=2)=[O:16])[C:13]=1[F:14])(=[O:6])=[O:5].[OH:34][CH2:35][CH2:36][N+:37]([CH3:40])([CH3:39])[CH3:38], predict the reaction product. The product is: [CH3:1][CH2:2][CH2:3][S:4]([NH:7][C:8]1[CH:9]=[CH:10][C:11]([F:33])=[C:12]([C:15]([C:17]2[C:21]3[CH:22]=[C:23]([C:26]4[CH:27]=[CH:28][C:29]([Cl:32])=[CH:30][CH:31]=4)[CH:24]=[N:25][C:20]=3[NH:19][CH:18]=2)=[O:16])[C:13]=1[F:14])(=[O:6])=[O:5].[OH:34][CH2:35][CH2:36][N+:37]([CH3:40])([CH3:39])[CH3:38]. (2) Given the reactants [H-].[Na+].[OH:3][CH2:4][C:5]1[CH:6]=[C:7]([CH:12]=[CH:13][N:14]=1)[C:8]([O:10][CH3:11])=[O:9].CI.[C:17](OCC)(=O)C, predict the reaction product. The product is: [CH3:17][O:3][CH2:4][C:5]1[CH:6]=[C:7]([CH:12]=[CH:13][N:14]=1)[C:8]([O:10][CH3:11])=[O:9]. (3) The product is: [CH3:14][O:13][C:11]([C:9]1[N:10]=[C:5]([CH2:4][C:3]2[CH:17]=[CH:18][CH:19]=[CH:20][C:2]=2[Br:1])[NH:6][C:7](=[O:16])[C:8]=1[O:15][C:21](=[O:23])[CH3:22])=[O:12]. Given the reactants [Br:1][C:2]1[CH:20]=[CH:19][CH:18]=[CH:17][C:3]=1[CH2:4][C:5]1[N:10]=[C:9]([C:11]([O:13][CH3:14])=[O:12])[C:8]([OH:15])=[C:7]([OH:16])[N:6]=1.[C:21](Cl)(=[O:23])[CH3:22].[NH4+].[Cl-], predict the reaction product. (4) Given the reactants [C:1]([O:5][C:6]([N:8]1[CH2:13][CH2:12][C:11]([CH2:21][NH2:22])([NH:14][C:15](=[O:20])[C:16]([F:19])([F:18])[F:17])[CH2:10][CH2:9]1)=[O:7])([CH3:4])([CH3:3])[CH3:2].N1C=CC=CC=1.[F:29][C:30]([F:41])([F:40])[C:31](O[C:31](=[O:32])[C:30]([F:41])([F:40])[F:29])=[O:32], predict the reaction product. The product is: [C:1]([O:5][C:6]([N:8]1[CH2:13][CH2:12][C:11]([NH:14][C:15](=[O:20])[C:16]([F:18])([F:19])[F:17])([CH2:21][NH:22][C:31](=[O:32])[C:30]([F:41])([F:40])[F:29])[CH2:10][CH2:9]1)=[O:7])([CH3:4])([CH3:3])[CH3:2].